This data is from Catalyst prediction with 721,799 reactions and 888 catalyst types from USPTO. The task is: Predict which catalyst facilitates the given reaction. (1) Reactant: Cl[C:2]1[CH:7]=[CH:6][C:5]([N+:8]([O-:10])=[O:9])=[CH:4][C:3]=1[N+:11]([O-:13])=[O:12].[CH2:14]([NH2:16])[CH3:15].C(=O)([O-])O.[Na+]. Product: [CH2:14]([NH:16][C:2]1[CH:7]=[CH:6][C:5]([N+:8]([O-:10])=[O:9])=[CH:4][C:3]=1[N+:11]([O-:13])=[O:12])[CH3:15]. The catalyst class is: 1. (2) Reactant: [Mg].C([Mg]Cl)(C)C.Br[C:8]1[CH:13]=[CH:12][C:11]([F:14])=[CH:10][C:9]=1[F:15].[Si:16]([O:23][CH2:24]/[CH:25]=[N:26]/[S@:27]([C:29]([CH3:32])([CH3:31])[CH3:30])=[O:28])([C:19]([CH3:22])([CH3:21])[CH3:20])([CH3:18])[CH3:17]. Product: [Si:16]([O:23][CH2:24][C@H:25]([NH:26][S@:27]([C:29]([CH3:32])([CH3:31])[CH3:30])=[O:28])[C:8]1[CH:13]=[CH:12][C:11]([F:14])=[CH:10][C:9]=1[F:15])([C:19]([CH3:22])([CH3:21])[CH3:20])([CH3:18])[CH3:17]. The catalyst class is: 182. (3) Reactant: [CH3:1][C:2]1[CH:11]=[C:10]2[C:5]([CH:6]=[CH:7][CH:8]=[N:9]2)=[CH:4][CH:3]=1.ClC1C=C(C=CC=1)C(OO)=[O:17].[OH-].[Ca+2].[OH-]. Product: [CH3:1][C:2]1[CH:11]=[C:10]2[C:5]([CH:6]=[CH:7][CH:8]=[N+:9]2[O-:17])=[CH:4][CH:3]=1. The catalyst class is: 4. (4) Product: [Cl:5][C:6]1[C:12]([CH3:13])=[CH:11][C:10]([I:1])=[C:8]([CH:7]=1)[NH2:9]. Reactant: [I:1]I.[I-].[K+].[Cl:5][C:6]1[CH:7]=[C:8]([CH:10]=[CH:11][C:12]=1[CH3:13])[NH2:9].C(=O)(O)[O-].[Na+]. The catalyst class is: 6.